The task is: Predict which catalyst facilitates the given reaction.. This data is from Catalyst prediction with 721,799 reactions and 888 catalyst types from USPTO. (1) Reactant: [N+:1]([C:4]1[CH:15]=[CH:14][C:7]([O:8][CH:9]([CH3:13])[C:10]([OH:12])=[O:11])=[CH:6][CH:5]=1)([O-:3])=[O:2].O[CH2:17][CH2:18][O:19][C:20](=[O:33])[CH:21]([O:23][C:24]1[CH:29]=[CH:28][C:27]([N+:30]([O-:32])=[O:31])=[CH:26][CH:25]=1)[CH3:22].C1(N=C=NC2CCCCC2)CCCCC1. Product: [N+:1]([C:4]1[CH:5]=[CH:6][C:7]([O:8][CH:9]([CH3:13])[C:10]([O:12][CH2:17][CH2:18][O:19][C:20](=[O:33])[CH:21]([O:23][C:24]2[CH:29]=[CH:28][C:27]([N+:30]([O-:32])=[O:31])=[CH:26][CH:25]=2)[CH3:22])=[O:11])=[CH:14][CH:15]=1)([O-:3])=[O:2]. The catalyst class is: 4. (2) Product: [CH3:1][CH:2]1[CH:7]=[C:6]([CH3:8])[CH2:5][CH2:4][C:3]1([C:12](=[O:16])[CH:13]=[CH:14][CH3:15])[C:9]([CH3:11])=[CH2:10]. The catalyst class is: 2. Reactant: [CH3:1][CH:2]1[CH:7]=[C:6]([CH3:8])[CH2:5][CH2:4][C:3]1([C:12](=[O:16])[CH2:13][CH:14]=[CH2:15])[C:9]([CH3:11])=[CH2:10].CC1C=C(C)CCC1(C(C)=C)C=O. (3) Reactant: [NH2:1][C:2]1[CH:7]=[CH:6][C:5]([OH:8])=[CH:4][C:3]=1[N+:9]([O-:11])=O.[N:12]#[C:13][NH2:14].Cl.[OH-].[Na+]. Product: [NH2:14][C:13]1[N:12]=[N+:9]([O-:11])[C:3]2[CH:4]=[C:5]([OH:8])[CH:6]=[CH:7][C:2]=2[N:1]=1. The catalyst class is: 6. (4) Reactant: C(#N)C.C(=O)([O-])[O-].[Na+].[Na+].[CH2:10]([N:12](CC)[CH2:13]C)C.[CH:17]1[CH:18]=[CH:19][C:20]([CH:23]([N:31]2[CH2:36][CH2:35][N:34]([CH2:37][CH2:38][O:39][CH2:40][C:41]([OH:43])=O)[CH2:33][CH2:32]2)[C:24]2[CH:25]=[CH:26][C:27]([Cl:30])=[CH:28][CH:29]=2)=[CH:21][CH:22]=1. Product: [CH3:10][N:12]([CH3:13])[C:41](=[O:43])[CH2:40][O:39][CH2:38][CH2:37][N:34]1[CH2:35][CH2:36][N:31]([CH:23]([C:20]2[CH:19]=[CH:18][CH:17]=[CH:22][CH:21]=2)[C:24]2[CH:29]=[CH:28][C:27]([Cl:30])=[CH:26][CH:25]=2)[CH2:32][CH2:33]1. The catalyst class is: 11. (5) Reactant: CO.[CH3:3][C:4]([Si:7]([CH3:34])([CH3:33])[O:8][CH2:9][CH2:10][O:11][C:12]1[CH:13]=[C:14]2[C:18](=[CH:19][CH:20]=1)[N:17](C(OC(C)(C)C)=O)[C:16]([C:28]([O:30]CC)=[O:29])=[CH:15]2)([CH3:6])[CH3:5].[Li+].[OH-]. Product: [OH:8][CH2:9][CH2:10][O:11][C:12]1[CH:13]=[C:14]2[C:18](=[CH:19][CH:20]=1)[NH:17][C:16]([C:28]([OH:30])=[O:29])=[CH:15]2.[CH3:6][C:4]([Si:7]([CH3:34])([CH3:33])[O:8][CH2:9][CH2:10][O:11][C:12]1[CH:13]=[C:14]2[C:18](=[CH:19][CH:20]=1)[NH:17][C:16]([C:28]([OH:30])=[O:29])=[CH:15]2)([CH3:3])[CH3:5]. The catalyst class is: 1. (6) Reactant: [CH:1]1([CH2:4][N:5]2[CH2:30][CH2:29][C@:12]34[C:13]5[C:14]6[O:28][C@H:11]3[C:10](OC)([O:31]C)[CH2:9][CH2:8][C@@:7]4([O:35][CH2:36][CH3:37])[C@H:6]2[CH2:19][C:18]=5[CH:17]=[CH:16][C:15]=6[O:20]CC2C=CC=CC=2)[CH2:3][CH2:2]1.C([O-])(O)=O.[Na+]. Product: [CH:1]1([CH2:4][N:5]2[CH2:30][CH2:29][C@:12]34[C:13]5[C:14]6[O:28][C@H:11]3[C:10](=[O:31])[CH2:9][CH2:8][C@@:7]4([O:35][CH2:36][CH3:37])[C@H:6]2[CH2:19][C:18]=5[CH:17]=[CH:16][C:15]=6[OH:20])[CH2:2][CH2:3]1. The catalyst class is: 67. (7) Reactant: [Li+].C[Si]([N-][Si](C)(C)C)(C)C.[CH3:11][CH2:12][O:13][C:14]([CH3:16])=[O:15].[OH:17][CH:18]1[CH2:23][CH2:22][N:21]([C:24]([O:26][C:27]([CH3:30])([CH3:29])[CH3:28])=[O:25])[CH2:20][CH2:19]1. Product: [CH2:12]([O:13][C:14](=[O:15])[CH2:16][C:18]1([OH:17])[CH2:19][CH2:20][N:21]([C:24]([O:26][C:27]([CH3:29])([CH3:28])[CH3:30])=[O:25])[CH2:22][CH2:23]1)[CH3:11]. The catalyst class is: 20.